Dataset: Reaction yield outcomes from USPTO patents with 853,638 reactions. Task: Predict the reaction yield, written as a fraction of the theoretical maximum amount of product (1.0 means a 100% yield; for example, 0.34 means a 34% yield). (1) The reactants are Cl[C:2]1[CH:7]=[CH:6][C:5]([Cl:8])=[CH:4][N:3]=1.[C:9]1(B(O)O)[CH:14]=[CH:13][CH:12]=[CH:11][CH:10]=1. The catalyst is C1C=CC(P(C2C=CC=CC=2)CCCCP(C2C=CC=CC=2)C2C=CC=CC=2)=CC=1.Cl[Pd]Cl. The product is [Cl:8][C:5]1[CH:6]=[CH:7][C:2]([C:9]2[CH:14]=[CH:13][CH:12]=[CH:11][CH:10]=2)=[N:3][CH:4]=1. The yield is 0.750. (2) The reactants are Cl[C:2]1[C:3](=[O:16])[N:4]([C:9]2[CH:14]=[CH:13][C:12]([F:15])=[CH:11][CH:10]=2)[CH:5]=[C:6]([Cl:8])[N:7]=1.[CH3:17][O-:18].[Na+].Cl. The catalyst is CO. The product is [Cl:8][C:6]1[N:7]=[C:2]([O:18][CH3:17])[C:3](=[O:16])[N:4]([C:9]2[CH:14]=[CH:13][C:12]([F:15])=[CH:11][CH:10]=2)[CH:5]=1. The yield is 1.00.